From a dataset of Forward reaction prediction with 1.9M reactions from USPTO patents (1976-2016). Predict the product of the given reaction. (1) Given the reactants [Cl:1][C:2]1[CH:3]=[C:4]([N:10]2[C:14]([CH3:15])=[C:13]([O:16][CH2:17][C:18]3[CH:26]=[CH:25][C:21]([C:22](O)=[O:23])=[CH:20][CH:19]=3)[C:12]([CH3:27])=[N:11]2)[CH:5]=[CH:6][C:7]=1[C:8]#[N:9].[CH3:28][NH:29][CH3:30].C1COCC1, predict the reaction product. The product is: [Cl:1][C:2]1[CH:3]=[C:4]([N:10]2[C:14]([CH3:15])=[C:13]([O:16][CH2:17][C:18]3[CH:19]=[CH:20][C:21]([C:22]([N:29]([CH3:30])[CH3:28])=[O:23])=[CH:25][CH:26]=3)[C:12]([CH3:27])=[N:11]2)[CH:5]=[CH:6][C:7]=1[C:8]#[N:9]. (2) Given the reactants [CH3:1][CH:2]([C:8](=[O:15])[CH2:9][C:10]([O:12][CH2:13][CH3:14])=[O:11])[C:3]([O:5]CC)=O.[CH:16](OCC)(OCC)OCC.C(OC(=O)C)(=O)C.[CH2:33]([O:40][NH2:41])[C:34]1[CH:39]=[CH:38][CH:37]=[CH:36][CH:35]=1.C(N(CC)CC)C.C1CCN2C(=NCCC2)CC1.Cl, predict the reaction product. The product is: [CH2:33]([O:40][N:41]1[C:3](=[O:5])[C:2]([CH3:1])=[C:8]([OH:15])[C:9]([C:10]([O:12][CH2:13][CH3:14])=[O:11])=[CH:16]1)[C:34]1[CH:39]=[CH:38][CH:37]=[CH:36][CH:35]=1.